Dataset: Catalyst prediction with 721,799 reactions and 888 catalyst types from USPTO. Task: Predict which catalyst facilitates the given reaction. (1) Reactant: [O:1]=[C:2]1[N:10]2[C:11]([CH2:14][CH2:15][NH:16]C(=O)OCC3C=CC=CC=3)=[N:12][N:13]=[C:9]2[N:8]([CH2:27][CH2:28][CH2:29][CH2:30][CH3:31])[C:7]2[N:6]=[CH:5][NH:4][C:3]1=2. Product: [NH2:16][CH2:15][CH2:14][C:11]1[N:10]2[C:2](=[O:1])[C:3]3[NH:4][CH:5]=[N:6][C:7]=3[N:8]([CH2:27][CH2:28][CH2:29][CH2:30][CH3:31])[C:9]2=[N:13][N:12]=1. The catalyst class is: 19. (2) Product: [CH2:23]([O:22][C:20]([NH:1][CH2:2][CH2:3][C:4]([NH:6][C@H:7]([C:14]([OH:16])=[O:15])[CH2:8][C:9]1[N:13]=[CH:12][NH:11][CH:10]=1)=[O:5])=[O:21])[C:24]1[CH:29]=[CH:28][CH:27]=[CH:26][CH:25]=1. Reactant: [NH2:1][CH2:2][CH2:3][C:4]([NH:6][C@H:7]([C:14]([OH:16])=[O:15])[CH2:8][C:9]1[N:13]=[CH:12][NH:11][CH:10]=1)=[O:5].[OH-].[Na+].Cl[C:20]([O:22][CH2:23][C:24]1[CH:29]=[CH:28][CH:27]=[CH:26][CH:25]=1)=[O:21].Cl. The catalyst class is: 95.